Dataset: CYP1A2 inhibition data for predicting drug metabolism from PubChem BioAssay. Task: Regression/Classification. Given a drug SMILES string, predict its absorption, distribution, metabolism, or excretion properties. Task type varies by dataset: regression for continuous measurements (e.g., permeability, clearance, half-life) or binary classification for categorical outcomes (e.g., BBB penetration, CYP inhibition). Dataset: cyp1a2_veith. (1) The molecule is CC1(C)S[C@@H]2[C@H](NC(=O)C3(N)CCCCC3)C(=O)N2[C@H]1C(=O)O. The result is 0 (non-inhibitor). (2) The molecule is COc1ccc2c3c([nH]c2c1)[C@@H]1C[C@H]2[C@H](C(=O)O)[C@@H](OC)[C@@H](O)C[C@H]2CN1CC3. The result is 0 (non-inhibitor). (3) The molecule is Cn1c(=O)c(-c2ccc(Cl)cc2)nc2cncnc21. The result is 1 (inhibitor). (4) The molecule is CC(=O)N1CCC2(CCN(Cc3nccs3)CC2)CC1. The result is 0 (non-inhibitor). (5) The compound is CCn1c(C)nc2cc(S(=O)(=O)C(F)F)ccc21. The result is 1 (inhibitor). (6) The molecule is COc1cc(/C=C(/C#N)c2nc3ccccc3[nH]2)ccc1OCC(=O)Nc1ccccc1C. The result is 0 (non-inhibitor).